Dataset: Forward reaction prediction with 1.9M reactions from USPTO patents (1976-2016). Task: Predict the product of the given reaction. (1) Given the reactants [F:1][C:2]1[CH:7]=[CH:6][C:5]([N:8]2[C:16]3[C:11](=[CH:12][C:13]([O:17][C@@H:18]([C:22]4[CH:27]=[CH:26][CH:25]=[CH:24][CH:23]=4)[C@H:19]([NH2:21])[CH3:20])=[CH:14][CH:15]=3)[CH:10]=[N:9]2)=[CH:4][CH:3]=1.C([O:31][CH2:32][C:33](Cl)=[O:34])(=O)C, predict the reaction product. The product is: [F:1][C:2]1[CH:3]=[CH:4][C:5]([N:8]2[C:16]3[C:11](=[CH:12][C:13]([O:17][C@H:18]([C:22]4[CH:23]=[CH:24][CH:25]=[CH:26][CH:27]=4)[C@@H:19]([NH:21][C:32](=[O:31])[CH2:33][OH:34])[CH3:20])=[CH:14][CH:15]=3)[CH:10]=[N:9]2)=[CH:6][CH:7]=1. (2) Given the reactants [NH2:1][C:2]1[C:7](/[CH:8]=[CH:9]/[C:10]([O:12][CH2:13][CH3:14])=[O:11])=[C:6]([O:15][C:16]2[CH:21]=[CH:20][C:19]([NH2:22])=[CH:18][CH:17]=2)[CH:5]=[CH:4][N:3]=1.[F:23][C:24]1[CH:29]=[CH:28][C:27]([N:30]=[C:31]=[O:32])=[CH:26][CH:25]=1, predict the reaction product. The product is: [NH2:1][C:2]1[C:7](/[CH:8]=[CH:9]/[C:10]([O:12][CH2:13][CH3:14])=[O:11])=[C:6]([O:15][C:16]2[CH:17]=[CH:18][C:19]([NH:22][C:31]([NH:30][C:27]3[CH:28]=[CH:29][C:24]([F:23])=[CH:25][CH:26]=3)=[O:32])=[CH:20][CH:21]=2)[CH:5]=[CH:4][N:3]=1. (3) Given the reactants F[C:2]1[C:11]2[C:6](=[CH:7][CH:8]=[CH:9][CH:10]=2)[C:5]([C:12]#[N:13])=[CH:4][CH:3]=1.[NH2:14][C@@H:15]([C:19]([OH:21])=[O:20])[C@H:16]([CH3:18])[OH:17].C([O-])([O-])=O.[K+].[K+].C(O)(=O)CC(CC(O)=O)(C(O)=O)O, predict the reaction product. The product is: [C:12]([C:5]1[C:6]2[C:11](=[CH:10][CH:9]=[CH:8][CH:7]=2)[C:2]([NH:14][C@H:15]([C@@H:16]([OH:17])[CH3:18])[C:19]([OH:21])=[O:20])=[CH:3][CH:4]=1)#[N:13]. (4) Given the reactants C[O:2][C:3](=[O:31])[C:4]([CH3:30])([NH:6][C:7]([C:9]1[CH:18]=[CH:17][C:16]2[C:11](=[CH:12][CH:13]=[CH:14][CH:15]=2)[C:10]=1[O:19][CH2:20][CH2:21][CH:22]([C:24]1[CH:29]=[CH:28][CH:27]=[CH:26][CH:25]=1)[CH3:23])=[O:8])[CH3:5].[OH-].[Na+], predict the reaction product. The product is: [CH3:5][C:4]([NH:6][C:7]([C:9]1[CH:18]=[CH:17][C:16]2[C:11](=[CH:12][CH:13]=[CH:14][CH:15]=2)[C:10]=1[O:19][CH2:20][CH2:21][CH:22]([C:24]1[CH:29]=[CH:28][CH:27]=[CH:26][CH:25]=1)[CH3:23])=[O:8])([CH3:30])[C:3]([OH:31])=[O:2]. (5) The product is: [Cl:1][C:2]1[CH:3]=[C:4]([CH2:20][C:21]([OH:23])=[O:22])[CH:5]=[CH:6][C:7]=1[O:8][CH2:9][C:10]1[CH:19]=[CH:18][C:17]2[C:12](=[CH:13][CH:14]=[CH:15][CH:16]=2)[N:11]=1. Given the reactants [Cl:1][C:2]1[CH:3]=[C:4]([CH2:20][C:21]([O:23]CC)=[O:22])[CH:5]=[CH:6][C:7]=1[O:8][CH2:9][C:10]1[CH:19]=[CH:18][C:17]2[C:12](=[CH:13][CH:14]=[CH:15][CH:16]=2)[N:11]=1.CO.O[Li].O.Cl, predict the reaction product. (6) The product is: [N:15]1([CH2:14][CH2:13][CH2:12][N:8]2[C:9]3[C:4](=[CH:3][C:2]([NH:1][C:28]([C:24]4[S:23][CH:27]=[CH:26][CH:25]=4)=[NH:29])=[CH:11][CH:10]=3)[CH2:5][CH2:6][C:7]2=[O:21])[CH2:16][CH2:17][CH2:18][CH2:19][CH2:20]1. Given the reactants [NH2:1][C:2]1[CH:3]=[C:4]2[C:9](=[CH:10][CH:11]=1)[N:8]([CH2:12][CH2:13][CH2:14][N:15]1[CH2:20][CH2:19][CH2:18][CH2:17][CH2:16]1)[C:7](=[O:21])[CH2:6][CH2:5]2.I.[S:23]1[CH:27]=[CH:26][CH:25]=[C:24]1[C:28](SC)=[NH:29], predict the reaction product. (7) Given the reactants [CH2:1]([C:8]1([C:12]2[CH:13]=[C:14]([CH:28]=[CH:29][CH:30]=2)[O:15][CH2:16][CH2:17][NH:18][S:19]([C:22]2[N:23]=[CH:24][N:25]([CH3:27])[CH:26]=2)(=[O:21])=[O:20])[CH2:11][NH:10][CH2:9]1)[C:2]1[CH:7]=[CH:6][CH:5]=[CH:4][CH:3]=1.C(NC(C)C)(C)C.[F:38][C:39]([F:50])([F:49])[C:40](O[C:40](=[O:41])[C:39]([F:50])([F:49])[F:38])=[O:41], predict the reaction product. The product is: [CH2:1]([C:8]1([C:12]2[CH:13]=[C:14]([CH:28]=[CH:29][CH:30]=2)[O:15][CH2:16][CH2:17][NH:18][S:19]([C:22]2[N:23]=[CH:24][N:25]([CH3:27])[CH:26]=2)(=[O:21])=[O:20])[CH2:11][N:10]([C:40](=[O:41])[C:39]([F:50])([F:49])[F:38])[CH2:9]1)[C:2]1[CH:7]=[CH:6][CH:5]=[CH:4][CH:3]=1. (8) Given the reactants [CH3:1][S:2]([C:5]1[CH:6]=[C:7]2[C:13]3([CH2:17][CH2:16][N:15]([C:18]([O:20][C:21]([CH3:24])([CH3:23])[CH3:22])=[O:19])[CH2:14]3)[CH2:12][N:11](C(OCC[Si](C)(C)C)=O)[C:8]2=[CH:9][CH:10]=1)(=[O:4])=[O:3].[F-].C([N+](CCCC)(CCCC)CCCC)CCC.O, predict the reaction product. The product is: [CH3:1][S:2]([C:5]1[CH:6]=[C:7]2[C:13]3([CH2:17][CH2:16][N:15]([C:18]([O:20][C:21]([CH3:24])([CH3:23])[CH3:22])=[O:19])[CH2:14]3)[CH2:12][NH:11][C:8]2=[CH:9][CH:10]=1)(=[O:3])=[O:4]. (9) Given the reactants Br[C:2]1[CH:3]=[C:4]([CH:23]=[CH:24][CH:25]=1)[CH2:5][N:6]1[CH:11]=[C:10]2[N:12]=[C:13]([C:15]3[CH:20]=[CH:19][CH:18]=[C:17]([F:21])[C:16]=3[F:22])[N:14]=[C:9]2[CH:8]=[N:7]1.[F:26][C:27]([F:42])([F:41])[C:28]1[CH:33]=[C:32]([C:34]([F:37])([F:36])[F:35])[CH:31]=[CH:30][C:29]=1B(O)O, predict the reaction product. The product is: [F:26][C:27]([F:42])([F:41])[C:28]1[CH:33]=[C:32]([C:34]([F:37])([F:36])[F:35])[CH:31]=[CH:30][C:29]=1[C:2]1[CH:25]=[CH:24][CH:23]=[C:4]([CH2:5][N:6]2[CH:11]=[C:10]3[N:12]=[C:13]([C:15]4[CH:20]=[CH:19][CH:18]=[C:17]([F:21])[C:16]=4[F:22])[N:14]=[C:9]3[CH:8]=[N:7]2)[CH:3]=1.